This data is from Catalyst prediction with 721,799 reactions and 888 catalyst types from USPTO. The task is: Predict which catalyst facilitates the given reaction. (1) The catalyst class is: 3. Reactant: [OH:1][C:2]1[CH:3]=[C:4]([CH:7]=[CH:8][CH:9]=1)[CH:5]=[O:6].Br[CH2:11][C:12]([O:14][C:15]([CH3:18])([CH3:17])[CH3:16])=[O:13].C(=O)([O-])[O-].[K+].[K+]. Product: [CH:5]([C:4]1[CH:3]=[C:2]([CH:9]=[CH:8][CH:7]=1)[O:1][CH2:11][C:12]([O:14][C:15]([CH3:18])([CH3:17])[CH3:16])=[O:13])=[O:6]. (2) The catalyst class is: 15. Reactant: Cl[CH2:2][C:3]1[N:8]=[C:7]([OH:9])[C:6]([CH:10]([CH3:12])[CH3:11])=[C:5]([CH3:13])[N:4]=1.[C:14]([O-:17])(=[O:16])[CH3:15].[Cs+]. Product: [C:14]([O:17][CH2:2][C:3]1[N:8]=[C:7]([OH:9])[C:6]([CH:10]([CH3:12])[CH3:11])=[C:5]([CH3:13])[N:4]=1)(=[O:16])[CH3:15].